From a dataset of HIV replication inhibition screening data with 41,000+ compounds from the AIDS Antiviral Screen. Binary Classification. Given a drug SMILES string, predict its activity (active/inactive) in a high-throughput screening assay against a specified biological target. (1) The compound is Clc1ccc(-n2cccc2)cc1. The result is 0 (inactive). (2) The compound is CN(C)c1ccc(-c2nc(O)c3ccccc3[n+]2C)cc1. The result is 0 (inactive).